Dataset: Experimentally validated miRNA-target interactions with 360,000+ pairs, plus equal number of negative samples. Task: Binary Classification. Given a miRNA mature sequence and a target amino acid sequence, predict their likelihood of interaction. (1) The miRNA is cel-miR-83-3p with sequence UAGCACCAUAUAAAUUCAGUAA. The protein sequence of the target gene is MAATELRGVVGPGPAAIAAPGGGGAGPPAVGGGGGRGDAGPGPGVAAATAATAGGPGPGAGGVAAGGPGSAPPAAGSGGSGAGGSGSAREGWLFKWTNYIKGYQRRWFVLSNGLLSYYRSKAEMRHTCRGTINLATANITVEDSCNFIISNGGAQTYHLKASSEVERQRWVTALELAKAKAVKMLAESDDSGDEESVSQTDKTELQSTLRTLSSKVEDLSTCNDLIAKHGTALQRSLSELESLKLPAESNEKIKQVNERATLFRITSNAMINACRDFLMLAQTHSKKWQKSLQYERDQRI.... Result: 0 (no interaction). (2) The miRNA is mmu-miR-669f-5p with sequence AGUUGUGUGUGCAUGUGCAUGUGU. The protein sequence of the target gene is MSQPPPPPPPLPPPPPPPEAPQTPSSLASAAASGGLLKRRDRRILSGSCPDPKCQARLFFPASGSVSIECTECGQRHEQQQLLGVEEVTDPDVVLHNLLRNALLGVTGAPKKNTELVKVMGLSNYHCKLLSPILARYGMDKQTGRAKLLRDMNQGELFDCALLGDRAFLIEPEHVNTVGYGKDRSGSLLYLHDTLEDIKRANKSQECLIPVHVDGDGHCLVHAVSRALVGRELFWHALRENLKQHFQQHLARYQALFHDFIDAAEWEDIINECDPLFVPPEGVPLGLRNIHIFGLANVLH.... Result: 0 (no interaction). (3) The miRNA is mmu-miR-410-3p with sequence AAUAUAACACAGAUGGCCUGU. The protein sequence of the target gene is MARAWVCLAGAAFFLSCLVLHSRFCGSLVSRTFSFHVSWRMEDPLFRLDLGWPKNSEYFTGATFCVAVDSLNGLVYVAQRGDNIPKVLVFSEDGYFLRAWNYTVDTPHGMFVSGTPFEQSVWITDVGSGPYGHTVKKYNSLGDLVQVLGTPGKKGTGLNPLQFDNPAELYVDDTGEMYIVDGDGGLNNRLVKLSQDFMILWLRGENGTGPAKFNIPHSVTLDAVGRVWVADRGNKRLQVFDKDTGEWLGAWDNCFTEEGPSAVRFTPDGKYLIVAQLNLSRLSVLLAPPSGSIGDCSVVS.... Result: 0 (no interaction). (4) The miRNA is hsa-miR-4766-3p with sequence AUAGCAAUUGCUCUUUUGGAA. The protein sequence of the target gene is MTAKMETTFYDDALNASFLQSESGAYGYSNPKILKQSMTLNLADPVGSLKPHLRAKNSDLLTSPDVGLLKLASPELERLIIQSSNGHITTTPTPTQFLCPKNVTDEQEGFAEGFVRALAELHSQNTLPSVTSAAQPVSGAGMVAPAVASVAGAGGGGGYSASLHSEPPVYANLSNFNPGALSSGGGAPSYGAAGLAFPSQPQQQQQPPQPPHHLPQQIPVQHPRLQALKEEPQTVPEMPGETPPLSPIDMESQERIKAERKRMRNRIAASKCRKRKLERIARLEEKVKTLKAQNSELAST.... Result: 0 (no interaction). (5) The miRNA is hsa-miR-6887-5p with sequence UGGGGGGACAGAUGGAGAGGACA. Result: 1 (interaction). The protein sequence of the target gene is MAGEEINEDYPVEIHEYLSAFENSIGAVDEMLKTMMSVSRNELLQKLDPLEQAKVDLVSAYTLNSMFWVYLATQGVNPKEHPVKQELERIRVYMNRVKEITDKKKAGKLDRGAASRFVKNALWEPKSKNASKVANKGKSKS.